This data is from Reaction yield outcomes from USPTO patents with 853,638 reactions. The task is: Predict the reaction yield, written as a fraction of the theoretical maximum amount of product (1.0 means a 100% yield; for example, 0.34 means a 34% yield). The reactants are [CH3:1][O:2][C:3]1[CH:8]=[CH:7][C:6]([O:9][CH2:10][O:11][CH3:12])=[CH:5][CH:4]=1.C[Li].CN([CH:18]=[O:19])C. The catalyst is C1COCC1.C(NC(C)C)(C)C. The product is [CH3:1][O:2][C:3]1[CH:8]=[CH:7][C:6]([O:9][CH2:10][O:11][CH3:12])=[CH:5][C:4]=1[CH:18]=[O:19]. The yield is 0.957.